From a dataset of Ames mutagenicity test results for genotoxicity prediction. Regression/Classification. Given a drug SMILES string, predict its toxicity properties. Task type varies by dataset: regression for continuous values (e.g., LD50, hERG inhibition percentage) or binary classification for toxic/non-toxic outcomes (e.g., AMES mutagenicity, cardiotoxicity, hepatotoxicity). Dataset: ames. The molecule is COc1ccc2c3c1O[C@@H]1[C@@H](O)C=C[C@H]4[C@@H](C2)N(C)CC[C@]314. The result is 0 (non-mutagenic).